The task is: Predict the reactants needed to synthesize the given product.. This data is from Full USPTO retrosynthesis dataset with 1.9M reactions from patents (1976-2016). (1) Given the product [C:22]([C:24]1[CH:32]=[CH:31][CH:30]=[C:29]2[C:25]=1[CH2:26][CH2:27][C@H:28]2[O:33][C:34]1[CH:46]=[CH:45][C:37]2[C@H:38]([CH2:41][C:42]([OH:44])=[O:43])[CH2:39][O:40][C:36]=2[CH:35]=1)([CH3:21])([CH3:17])[CH3:48], predict the reactants needed to synthesize it. The reactants are: F[B-](F)(F)F.C1([N+]2C=CN([CH:17]3[CH2:22][CH2:21]CCC3)C=2)CCCCC1.Br[C:24]1[CH:32]=[CH:31][CH:30]=[C:29]2[C:25]=1[CH2:26][CH2:27][C@H:28]2[O:33][C:34]1[CH:46]=[CH:45][C:37]2[C@H:38]([CH2:41][C:42]([OH:44])=[O:43])[CH2:39][O:40][C:36]=2[CH:35]=1.O1CCC[CH2:48]1. (2) Given the product [Cl:1][C:2]1[CH:11]=[C:10]2[C:5]([C:6](=[O:32])[C:7]([CH2:18][NH:19][C:20]([NH:43][CH:42]3[CH:34]4[CH2:33][CH:38]5[CH2:37][C:36]([OH:44])([CH2:41][CH:40]3[CH2:39]5)[CH2:35]4)=[O:31])=[CH:8][N:9]2[C:12]2[CH:17]=[CH:16][CH:15]=[CH:14][CH:13]=2)=[CH:4][CH:3]=1, predict the reactants needed to synthesize it. The reactants are: [Cl:1][C:2]1[CH:11]=[C:10]2[C:5]([C:6](=[O:32])[C:7]([CH2:18][NH:19][C:20](=[O:31])OC3C=CC([N+]([O-])=O)=CC=3)=[CH:8][N:9]2[C:12]2[CH:17]=[CH:16][CH:15]=[CH:14][CH:13]=2)=[CH:4][CH:3]=1.[CH2:33]1[CH:38]2[CH2:39][CH:40]3[CH:42]([NH2:43])[C@@H:34]1[CH2:35][C:36]([OH:44])([CH2:41]3)[CH2:37]2. (3) The reactants are: [CH2:1]1[N:9]2[C:4](=[N:5][S:6](=[O:16])(=[O:15])[C:7]3[CH:13]=[C:12]([OH:14])[CH:11]=[CH:10][C:8]=32)[CH2:3][CH2:2]1.[CH3:17][O:18][C:19]([C:21]1[CH:22]=[C:23](B(O)O)[CH:24]=[CH:25][CH:26]=1)=[O:20]. Given the product [O:16]=[S:6]1(=[O:15])[C:7]2[CH:13]=[C:12]([O:14][C:25]3[CH:26]=[C:21]([CH:22]=[CH:23][CH:24]=3)[C:19]([O:18][CH3:17])=[O:20])[CH:11]=[CH:10][C:8]=2[N:9]2[CH2:1][CH2:2][CH2:3][C:4]2=[N:5]1, predict the reactants needed to synthesize it. (4) Given the product [F:39][C:38]([F:41])([F:40])[C:42]([OH:44])=[O:43].[Cl:33][C:23]1[C:22]2[C:27](=[CH:28][C:19]([S:16]([N:8]([CH2:9][C:10]3[CH:15]=[CH:14][CH:13]=[CH:12][CH:11]=3)[CH2:7][C:6]([OH:34])=[O:5])(=[O:17])=[O:18])=[CH:20][CH:21]=2)[C:26]([NH:29][C:30]([NH2:32])=[NH:31])=[N:25][CH:24]=1, predict the reactants needed to synthesize it. The reactants are: C([O:5][C:6](=[O:34])[CH2:7][N:8]([S:16]([C:19]1[CH:28]=[C:27]2[C:22]([C:23]([Cl:33])=[CH:24][N:25]=[C:26]2[NH:29][C:30]([NH2:32])=[NH:31])=[CH:21][CH:20]=1)(=[O:18])=[O:17])[CH2:9][C:10]1[CH:15]=[CH:14][CH:13]=[CH:12][CH:11]=1)(C)(C)C.C(Cl)Cl.[C:38]([C:42]([OH:44])=[O:43])([F:41])([F:40])[F:39]. (5) The reactants are: [Cl:1][C:2]1[N:3]=[CH:4][NH:5][C:6]=1[Cl:7].[OH-].[K+].[Br:10][CH2:11][CH2:12][CH3:13].[K+].[Br-].Br[CH2:17][CH2:18][C:19]1[CH:28]=[CH:27][C:26]2[C:21](=[CH:22][CH:23]=[CH:24][CH:25]=2)[CH:20]=1. Given the product [Br-:10].[CH2:11]([N+:3]1[C:2]([Cl:1])=[C:6]([Cl:7])[N:5]([C:19]2([CH2:18][CH3:17])[CH:28]=[CH:27][C:26]3[C:21](=[CH:22][CH:23]=[CH:24][CH:25]=3)[CH2:20]2)[CH:4]=1)[CH2:12][CH3:13], predict the reactants needed to synthesize it. (6) Given the product [NH2:18][C@@H:8]([C:4]1[CH:5]=[CH:6][CH:7]=[C:2]([Cl:1])[CH:3]=1)[CH2:9][NH:10][C:11](=[O:17])[O:12][C:13]([CH3:16])([CH3:15])[CH3:14], predict the reactants needed to synthesize it. The reactants are: [Cl:1][C:2]1[CH:3]=[C:4]([C@H:8]([N:18]2C(=O)C3C(=CC=CC=3)C2=O)[CH2:9][NH:10][C:11](=[O:17])[O:12][C:13]([CH3:16])([CH3:15])[CH3:14])[CH:5]=[CH:6][CH:7]=1.O.NN. (7) Given the product [ClH:35].[NH:22]1[CH2:23][CH2:24][CH:19]([C:17]([N:14]2[CH2:13][CH2:12][N:11]([C:9]([O:8][CH2:1][C:2]3[CH:3]=[CH:4][CH:5]=[CH:6][CH:7]=3)=[O:10])[CH2:16][CH2:15]2)=[O:18])[CH2:20][CH2:21]1, predict the reactants needed to synthesize it. The reactants are: [CH2:1]([O:8][C:9]([N:11]1[CH2:16][CH2:15][N:14]([C:17]([CH:19]2[CH2:24][CH2:23][N:22](C(OC(C)(C)C)=O)[CH2:21][CH2:20]2)=[O:18])[CH2:13][CH2:12]1)=[O:10])[C:2]1[CH:7]=[CH:6][CH:5]=[CH:4][CH:3]=1.CO.C(Cl)(Cl)[Cl:35]. (8) Given the product [N:29]1([C:25]2[CH:24]=[C:23]([C:21]3[CH2:20][C:19](=[O:34])[NH:18][C:9]4[CH:10]=[C:11]([I:17])[C:12]([CH2:14][C:15]#[N:16])=[CH:13][C:8]=4[N:7]=3)[CH:28]=[CH:27][CH:26]=2)[CH:33]=[CH:32][N:31]=[CH:30]1, predict the reactants needed to synthesize it. The reactants are: C(OC(=O)[NH:7][C:8]1[CH:13]=[C:12]([CH2:14][C:15]#[N:16])[C:11]([I:17])=[CH:10][C:9]=1[NH:18][C:19](=[O:34])[CH2:20][C:21]([C:23]1[CH:28]=[CH:27][CH:26]=[C:25]([N:29]2[CH:33]=[CH:32][N:31]=[CH:30]2)[CH:24]=1)=O)(C)(C)C.C(O)(C(F)(F)F)=O. (9) Given the product [O:21]=[C:15]1[CH:14]([N:7]2[C:6](=[O:22])[C:5]3[C:9](=[CH:10][CH:11]=[CH:12][C:4]=3[CH2:3][NH:2][C:34]([NH:33][C:24]3[CH:25]=[CH:26][C:27]4[C:32](=[CH:31][CH:30]=[CH:29][CH:28]=4)[CH:23]=3)=[O:35])[C:8]2=[O:13])[CH2:19][CH2:18][C:17](=[O:20])[NH:16]1, predict the reactants needed to synthesize it. The reactants are: Cl.[NH2:2][CH2:3][C:4]1[CH:12]=[CH:11][CH:10]=[C:9]2[C:5]=1[C:6](=[O:22])[N:7]([CH:14]1[CH2:19][CH2:18][C:17](=[O:20])[NH:16][C:15]1=[O:21])[C:8]2=[O:13].[CH:23]1[C:32]2[C:27](=[CH:28][CH:29]=[CH:30][CH:31]=2)[CH:26]=[CH:25][C:24]=1[N:33]=[C:34]=[O:35].C(N(C(C)C)CC)(C)C. (10) Given the product [C:1]([CH2:3][C:4]1[CH:25]=[CH:24][C:7]([CH2:8][C:9]2([CH2:22][NH:39][C@@H:37]3[CH2:38][C@H:36]3[C:30]3[CH:35]=[CH:34][CH:33]=[CH:32][CH:31]=3)[CH2:14][CH2:13][N:12]([C:15]([O:17][C:18]([CH3:21])([CH3:20])[CH3:19])=[O:16])[CH2:11][CH2:10]2)=[CH:6][CH:5]=1)#[N:2], predict the reactants needed to synthesize it. The reactants are: [C:1]([CH2:3][C:4]1[CH:25]=[CH:24][C:7]([CH2:8][C:9]2([CH:22]=O)[CH2:14][CH2:13][N:12]([C:15]([O:17][C:18]([CH3:21])([CH3:20])[CH3:19])=[O:16])[CH2:11][CH2:10]2)=[CH:6][CH:5]=1)#[N:2].C(O)(=O)C.[C:30]1([C@@H:36]2[CH2:38][C@H:37]2[NH2:39])[CH:35]=[CH:34][CH:33]=[CH:32][CH:31]=1.C(O[BH-](OC(=O)C)OC(=O)C)(=O)C.[Na+].